From a dataset of NCI-60 drug combinations with 297,098 pairs across 59 cell lines. Regression. Given two drug SMILES strings and cell line genomic features, predict the synergy score measuring deviation from expected non-interaction effect. (1) Drug 1: CC1=C(C=C(C=C1)NC2=NC=CC(=N2)N(C)C3=CC4=NN(C(=C4C=C3)C)C)S(=O)(=O)N.Cl. Drug 2: C1CCN(CC1)CCOC2=CC=C(C=C2)C(=O)C3=C(SC4=C3C=CC(=C4)O)C5=CC=C(C=C5)O. Cell line: HCT-15. Synergy scores: CSS=2.58, Synergy_ZIP=1.08, Synergy_Bliss=2.74, Synergy_Loewe=-0.507, Synergy_HSA=0.417. (2) Drug 1: C1CC(=O)NC(=O)C1N2CC3=C(C2=O)C=CC=C3N. Drug 2: CN(C(=O)NC(C=O)C(C(C(CO)O)O)O)N=O. Cell line: HT29. Synergy scores: CSS=4.90, Synergy_ZIP=3.96, Synergy_Bliss=-0.618, Synergy_Loewe=3.34, Synergy_HSA=1.99. (3) Drug 1: CN(C)N=NC1=C(NC=N1)C(=O)N. Drug 2: CNC(=O)C1=NC=CC(=C1)OC2=CC=C(C=C2)NC(=O)NC3=CC(=C(C=C3)Cl)C(F)(F)F. Cell line: NCI-H522. Synergy scores: CSS=8.79, Synergy_ZIP=-3.52, Synergy_Bliss=-2.23, Synergy_Loewe=-14.2, Synergy_HSA=-2.99. (4) Cell line: IGROV1. Drug 2: CC1=C2C(C(=O)C3(C(CC4C(C3C(C(C2(C)C)(CC1OC(=O)C(C(C5=CC=CC=C5)NC(=O)OC(C)(C)C)O)O)OC(=O)C6=CC=CC=C6)(CO4)OC(=O)C)O)C)O. Synergy scores: CSS=26.5, Synergy_ZIP=1.41, Synergy_Bliss=7.99, Synergy_Loewe=-17.4, Synergy_HSA=6.65. Drug 1: CC1=CC2C(CCC3(C2CCC3(C(=O)C)OC(=O)C)C)C4(C1=CC(=O)CC4)C. (5) Drug 1: CC12CCC(CC1=CCC3C2CCC4(C3CC=C4C5=CN=CC=C5)C)O. Drug 2: CC1C(C(CC(O1)OC2CC(OC(C2O)C)OC3=CC4=CC5=C(C(=O)C(C(C5)C(C(=O)C(C(C)O)O)OC)OC6CC(C(C(O6)C)O)OC7CC(C(C(O7)C)O)OC8CC(C(C(O8)C)O)(C)O)C(=C4C(=C3C)O)O)O)O. Cell line: UACC-257. Synergy scores: CSS=1.19, Synergy_ZIP=13.6, Synergy_Bliss=12.8, Synergy_Loewe=13.6, Synergy_HSA=12.5. (6) Drug 1: C1CCN(CC1)CCOC2=CC=C(C=C2)C(=O)C3=C(SC4=C3C=CC(=C4)O)C5=CC=C(C=C5)O. Drug 2: C(CC(=O)O)C(=O)CN.Cl. Cell line: MCF7. Synergy scores: CSS=11.7, Synergy_ZIP=-3.74, Synergy_Bliss=-1.48, Synergy_Loewe=-8.07, Synergy_HSA=-2.27. (7) Drug 1: CC(C1=C(C=CC(=C1Cl)F)Cl)OC2=C(N=CC(=C2)C3=CN(N=C3)C4CCNCC4)N. Drug 2: C(CN)CNCCSP(=O)(O)O. Cell line: UACC-257. Synergy scores: CSS=-2.01, Synergy_ZIP=0.321, Synergy_Bliss=-1.87, Synergy_Loewe=-3.08, Synergy_HSA=-2.51.